This data is from Catalyst prediction with 721,799 reactions and 888 catalyst types from USPTO. The task is: Predict which catalyst facilitates the given reaction. (1) Reactant: [OH-].[K+].[CH3:3][S:4][CH2:5][CH2:6][C:7]1[CH:8]=[CH:9][C:10]2[N:11]([N:13]=[C:14]([C:27]3[CH:32]=[CH:31][CH:30]=[CH:29][CH:28]=3)[C:15]=2[CH2:16][C:17]2[N:22]=[C:21]([C:23]([O:25]C)=[O:24])[CH:20]=[CH:19][CH:18]=2)[CH:12]=1.Cl. Product: [CH3:3][S:4][CH2:5][CH2:6][C:7]1[CH:8]=[CH:9][C:10]2[N:11]([N:13]=[C:14]([C:27]3[CH:32]=[CH:31][CH:30]=[CH:29][CH:28]=3)[C:15]=2[CH2:16][C:17]2[N:22]=[C:21]([C:23]([OH:25])=[O:24])[CH:20]=[CH:19][CH:18]=2)[CH:12]=1. The catalyst class is: 5. (2) Reactant: Cl[C:2]1[CH:7]=[C:6]([C:8]2[CH:13]=[CH:12][C:11]([CH2:14][C:15]3[N:16]([C:28]4[CH:33]=[CH:32][C:31]([N+:34]([O-:36])=[O:35])=[CH:30][CH:29]=4)[CH:17]=[C:18]([C:20]4[CH:25]=[CH:24][C:23]([Cl:26])=[CH:22][C:21]=4[Cl:27])[N:19]=3)=[CH:10][CH:9]=2)[CH:5]=[CH:4][N:3]=1.[OH-].[Na+].O.C([OH:42])C. Product: [Cl:27][C:21]1[CH:22]=[C:23]([Cl:26])[CH:24]=[CH:25][C:20]=1[C:18]1[N:19]=[C:15]([CH2:14][C:11]2[CH:12]=[CH:13][C:8]([C:6]3[CH:5]=[CH:4][NH:3][C:2](=[O:42])[CH:7]=3)=[CH:9][CH:10]=2)[N:16]([C:28]2[CH:33]=[CH:32][C:31]([N+:34]([O-:36])=[O:35])=[CH:30][CH:29]=2)[CH:17]=1. The catalyst class is: 84. (3) Reactant: [F:1][C:2]1[C:11]2[CH2:10][N:9]([C@H:12]([CH:16]([CH3:18])[CH3:17])[C:13]([OH:15])=O)[C:8](=[O:19])[C:7]3=[CH:20][NH:21][C:5]([C:6]=23)=[N:4][CH:3]=1.C1C=C2N=NN(O)C2=CC=1.O.CCN=C=NCCCN(C)C.Cl.[CH3:45][NH:46][CH2:47][CH2:48][S:49]([CH3:52])(=[O:51])=[O:50].CN1CCOCC1. The catalyst class is: 3. Product: [F:1][C:2]1[C:11]2[CH2:10][N:9]([C@H:12]([CH:16]([CH3:17])[CH3:18])[C:13]([N:46]([CH3:45])[CH2:47][CH2:48][S:49]([CH3:52])(=[O:51])=[O:50])=[O:15])[C:8](=[O:19])[C:7]3=[CH:20][NH:21][C:5]([C:6]=23)=[N:4][CH:3]=1. (4) Reactant: O[C:2]1[C:11]2[C:6](=[CH:7][CH:8]=[CH:9][CH:10]=2)[N:5]=[CH:4][N:3]=1.C(N(CC)C1C=CC=CC=1)C.P(Cl)(Cl)([Cl:25])=O.Cl. Product: [Cl:25][C:2]1[C:11]2[C:6](=[CH:7][CH:8]=[CH:9][CH:10]=2)[N:5]=[CH:4][N:3]=1. The catalyst class is: 802. (5) Reactant: [NH2:1][C:2]1[C:3]([N+:21]([O-])=O)=[C:4]([N:8]([CH3:20])[CH2:9][CH2:10][N:11]([CH3:19])[C:12](=[O:18])[O:13][C:14]([CH3:17])([CH3:16])[CH3:15])[CH:5]=[CH:6][CH:7]=1. Product: [NH2:21][C:3]1[C:2]([NH2:1])=[CH:7][CH:6]=[CH:5][C:4]=1[N:8]([CH3:20])[CH2:9][CH2:10][N:11]([CH3:19])[C:12](=[O:18])[O:13][C:14]([CH3:15])([CH3:16])[CH3:17]. The catalyst class is: 63. (6) Reactant: [C:1]([C:4]1[C:5]([F:40])=[C:6]([CH:36]=[CH:37][C:38]=1[F:39])[O:7][CH:8]([C:21]1[O:22][CH:23]=[C:24]([C:26]2[CH:31]=[CH:30][C:29]([C:32]([F:35])([F:34])[F:33])=[CH:28][CH:27]=2)[N:25]=1)[CH2:9][NH:10]C(=O)OCC1C=CC=CC=1)(=[O:3])[NH2:2].C(N(CC)CC)C.[CH3:48][S:49](Cl)(=[O:51])=[O:50]. Product: [F:40][C:5]1[C:6]([O:7][CH:8]([C:21]2[O:22][CH:23]=[C:24]([C:26]3[CH:31]=[CH:30][C:29]([C:32]([F:35])([F:34])[F:33])=[CH:28][CH:27]=3)[N:25]=2)[CH2:9][NH:10][S:49]([CH3:48])(=[O:51])=[O:50])=[CH:36][CH:37]=[C:38]([F:39])[C:4]=1[C:1]([NH2:2])=[O:3]. The catalyst class is: 25. (7) Reactant: [OH:1][CH:2]([CH3:10])[CH2:3][CH2:4][CH2:5][CH2:6][C:7](O)=[O:8].O. Product: [CH2:7]([OH:8])[CH2:6][CH2:5][CH2:4][CH2:3][CH:2]([OH:1])[CH3:10]. The catalyst class is: 7. (8) Reactant: C[O:2][C:3](=[O:22])[C:4]1[CH:9]=[C:8]([C:10]2[CH2:15][CH2:14][CH2:13][CH2:12][CH:11]=2)[C:7]([O:16][CH2:17][C:18]([F:21])([F:20])[F:19])=[N:6][CH:5]=1.C1COCC1.O.[OH-].[Li+].Cl. Product: [C:10]1([C:8]2[C:7]([O:16][CH2:17][C:18]([F:21])([F:19])[F:20])=[N:6][CH:5]=[C:4]([CH:9]=2)[C:3]([OH:22])=[O:2])[CH2:15][CH2:14][CH2:13][CH2:12][CH:11]=1. The catalyst class is: 6.